This data is from Peptide-MHC class II binding affinity with 134,281 pairs from IEDB. The task is: Regression. Given a peptide amino acid sequence and an MHC pseudo amino acid sequence, predict their binding affinity value. This is MHC class II binding data. (1) The peptide sequence is AAATAGTTVYSAFAA. The MHC is HLA-DPA10103-DPB10401 with pseudo-sequence HLA-DPA10103-DPB10401. The binding affinity (normalized) is 0.311. (2) The binding affinity (normalized) is 0.990. The MHC is DRB1_0101 with pseudo-sequence DRB1_0101. The peptide sequence is KEGIVWVATEGALNT. (3) The peptide sequence is KFPELGMNPSHCNEM. The MHC is HLA-DQA10501-DQB10301 with pseudo-sequence HLA-DQA10501-DQB10301. The binding affinity (normalized) is 0.214. (4) The peptide sequence is FAEYKSDYVYQPFPK. The MHC is DRB1_0301 with pseudo-sequence DRB1_0301. The binding affinity (normalized) is 0.275. (5) The peptide sequence is TSLNFLGGSPVCLGQ. The MHC is DRB1_1302 with pseudo-sequence DRB1_1302. The binding affinity (normalized) is 0. (6) The MHC is DRB5_0101 with pseudo-sequence DRB5_0101. The peptide sequence is AREKNPRLCTKEEFI. The binding affinity (normalized) is 0.450.